This data is from Full USPTO retrosynthesis dataset with 1.9M reactions from patents (1976-2016). The task is: Predict the reactants needed to synthesize the given product. Given the product [O:32]=[C:26]1[CH:25]([N:19]2[C:18](=[O:33])[C:17]3[C:21](=[CH:22][CH:23]=[C:15]([CH2:14][NH:13][C:45](=[O:46])[CH2:44][CH2:43][CH2:42][CH2:41][CH2:40][N:39]4[CH2:38][CH2:37][O:36][C:35]4=[O:34])[CH:16]=3)[C:20]2=[O:24])[CH2:30][CH2:29][C:28](=[O:31])[NH:27]1, predict the reactants needed to synthesize it. The reactants are: C1CCN2C(=NCCC2)CC1.Cl.[NH2:13][CH2:14][C:15]1[CH:16]=[C:17]2[C:21](=[CH:22][CH:23]=1)[C:20](=[O:24])[N:19]([CH:25]1[CH2:30][CH2:29][C:28](=[O:31])[NH:27][C:26]1=[O:32])[C:18]2=[O:33].[O:34]=[C:35]1[N:39]([CH2:40][CH2:41][CH2:42][CH2:43][CH2:44][C:45](O)=[O:46])[CH2:38][CH2:37][O:36]1.C1C=CC2N(O)N=NC=2C=1.C(Cl)CCl.